From a dataset of Peptide-MHC class II binding affinity with 134,281 pairs from IEDB. Regression. Given a peptide amino acid sequence and an MHC pseudo amino acid sequence, predict their binding affinity value. This is MHC class II binding data. (1) The peptide sequence is KFPELGMNPSHCNEM. The MHC is DRB1_1501 with pseudo-sequence DRB1_1501. The binding affinity (normalized) is 0.155. (2) The peptide sequence is AAPAAGYTPATPAAP. The MHC is DRB3_0202 with pseudo-sequence DRB3_0202. The binding affinity (normalized) is 0.0822. (3) The peptide sequence is KYMVIQGEPGRVIRG. The MHC is HLA-DPA10103-DPB10402 with pseudo-sequence HLA-DPA10103-DPB10402. The binding affinity (normalized) is 0.378. (4) The peptide sequence is EENLVRSMVSAGSGE. The MHC is DRB1_0401 with pseudo-sequence DRB1_0401. The binding affinity (normalized) is 0.775. (5) The peptide sequence is EAEPPFGESNIVIGI. The MHC is DRB1_0405 with pseudo-sequence DRB1_0405. The binding affinity (normalized) is 0.243.